Dataset: Full USPTO retrosynthesis dataset with 1.9M reactions from patents (1976-2016). Task: Predict the reactants needed to synthesize the given product. (1) Given the product [CH3:21][N:22]1[CH2:28][CH2:27][CH2:26][N:25]([C:2]2[CH:7]=[CH:6][C:5]([N+:8]([O-:10])=[O:9])=[C:4]([O:11][CH:12]([CH3:14])[CH3:13])[CH:3]=2)[CH2:24][CH2:23]1, predict the reactants needed to synthesize it. The reactants are: Br[C:2]1[CH:7]=[CH:6][C:5]([N+:8]([O-:10])=[O:9])=[C:4]([O:11][CH:12]([CH3:14])[CH3:13])[CH:3]=1.C(=O)([O-])[O-].[Cs+].[Cs+].[CH3:21][N:22]1[CH2:28][CH2:27][CH2:26][NH:25][CH2:24][CH2:23]1.CC1(C)C2C=CC=C(P(C3C=CC=CC=3)C3C=CC=CC=3)C=2OC2C1=CC=CC=2P(C1C=CC=CC=1)C1C=CC=CC=1. (2) Given the product [Cl:1][C:2]1[CH:3]=[C:4]2[C:8](=[CH:9][C:10]=1[Cl:11])[N:7]([CH2:24][C:23]([N:21]([CH3:22])[CH3:20])=[O:31])[CH:6]=[C:5]2[C:12](=[O:17])[C:13]([F:14])([F:15])[F:16], predict the reactants needed to synthesize it. The reactants are: [Cl:1][C:2]1[CH:3]=[C:4]2[C:8](=[CH:9][C:10]=1[Cl:11])[NH:7][CH:6]=[C:5]2[C:12](=[O:17])[C:13]([F:16])([F:15])[F:14].[H-].[Na+].[CH3:20][N:21]([CH2:23][C:24](Cl)=O)[CH3:22].CN(C=[O:31])C. (3) Given the product [N+:11]([C:8]1[CH:9]=[C:10]2[C:5](=[CH:6][CH:7]=1)[N:4]([C:14]([C:15]1[CH:16]=[CH:17][CH:18]=[CH:19][CH:20]=1)([C:27]1[CH:28]=[CH:29][CH:30]=[CH:31][CH:32]=1)[C:21]1[CH:26]=[CH:25][CH:24]=[CH:23][CH:22]=1)[N:3]=[C:2]2[C:34]#[C:33][Si:35]([CH3:38])([CH3:37])[CH3:36])([O-:13])=[O:12], predict the reactants needed to synthesize it. The reactants are: Br[C:2]1[C:10]2[C:5](=[CH:6][CH:7]=[C:8]([N+:11]([O-:13])=[O:12])[CH:9]=2)[N:4]([C:14]([C:27]2[CH:32]=[CH:31][CH:30]=[CH:29][CH:28]=2)([C:21]2[CH:26]=[CH:25][CH:24]=[CH:23][CH:22]=2)[C:15]2[CH:20]=[CH:19][CH:18]=[CH:17][CH:16]=2)[N:3]=1.[C:33]([Si:35]([CH3:38])([CH3:37])[CH3:36])#[CH:34].C(N(CC)CC)C.C(OCC)(=O)C. (4) Given the product [Cl:23][C:22]1[C:16]2[O:15][CH2:14][C@H:13]([CH2:12][N:28]3[CH2:31][CH2:30][CH2:29]3)[O:18][C:17]=2[CH:19]=[C:20]([S:24]([CH3:27])(=[O:25])=[O:26])[CH:21]=1, predict the reactants needed to synthesize it. The reactants are: CC1C=CC(S(O[CH2:12][C@@H:13]2[O:18][C:17]3[CH:19]=[C:20]([S:24]([CH3:27])(=[O:26])=[O:25])[CH:21]=[C:22]([Cl:23])[C:16]=3[O:15][CH2:14]2)(=O)=O)=CC=1.[NH:28]1[CH2:31][CH2:30][CH2:29]1. (5) The reactants are: [CH2:1]([C:5]1[C:9]([CH2:10][O:11][C:12]2[CH:20]=[CH:19][C:15]([C:16]([OH:18])=O)=[CH:14][N:13]=2)=[C:8]([CH2:21][OH:22])[O:7][N:6]=1)[CH2:2][CH2:3][CH3:4].[CH:23]1([NH2:27])[CH2:26][CH2:25][CH2:24]1.F[B-](F)(F)F.N1(OC(N(C)C)=[N+](C)C)C2C=CC=CC=2N=N1.C(N(C(C)C)C(C)C)C. Given the product [CH2:1]([C:5]1[C:9]([CH2:10][O:11][C:12]2[CH:20]=[CH:19][C:15]([C:16]([NH:27][CH:23]3[CH2:26][CH2:25][CH2:24]3)=[O:18])=[CH:14][N:13]=2)=[C:8]([CH2:21][OH:22])[O:7][N:6]=1)[CH2:2][CH2:3][CH3:4], predict the reactants needed to synthesize it. (6) Given the product [CH3:26][C:24]1[CH:23]=[CH:22][C:20]2[N:21]=[C:10]([O:13][C:6]3[CH:7]=[CH:8][C:3]([CH2:2][CH2:1][OH:9])=[CH:4][CH:5]=3)[S:18][C:19]=2[CH:25]=1, predict the reactants needed to synthesize it. The reactants are: [CH2:1]([OH:9])[CH2:2][C:3]1[CH:8]=[CH:7][CH:6]=[CH:5][CH:4]=1.[C:10]([O-:13])([O-])=O.[K+].[K+].ClC1[S:18][C:19]2[CH:25]=[C:24]([CH3:26])[CH:23]=[CH:22][C:20]=2[N:21]=1.[OH-].[Na+].C(OC(C)C)(=O)C. (7) Given the product [Cl:30][C:31]1[CH:32]=[C:33]([C:2]2[C:3]([O:22][CH2:23][C:24]3[CH:29]=[CH:28][CH:27]=[CH:26][N:25]=3)=[N:4][C:5]([C:18]([F:19])([F:20])[F:21])=[C:6]([CH:17]=2)[C:7]([NH:9][C@@H:10]2[CH2:15][CH2:14][CH2:13][CH2:12][C@H:11]2[OH:16])=[O:8])[CH:34]=[CH:35][C:36]=1[Cl:37], predict the reactants needed to synthesize it. The reactants are: Br[C:2]1[C:3]([O:22][CH2:23][C:24]2[CH:29]=[CH:28][CH:27]=[CH:26][N:25]=2)=[N:4][C:5]([C:18]([F:21])([F:20])[F:19])=[C:6]([CH:17]=1)[C:7]([NH:9][C@@H:10]1[CH2:15][CH2:14][CH2:13][CH2:12][C@H:11]1[OH:16])=[O:8].[Cl:30][C:31]1[CH:32]=[C:33](B(O)O)[CH:34]=[CH:35][C:36]=1[Cl:37]. (8) Given the product [Cl:1][C:2]1[CH:19]=[CH:18][C:5]2[N:6]([CH2:23][C:22]#[CH:21])[C:7](=[O:17])[CH2:8][N:9]=[C:10]([C:11]3[CH:16]=[CH:15][CH:14]=[CH:13][CH:12]=3)[C:4]=2[CH:3]=1, predict the reactants needed to synthesize it. The reactants are: [Cl:1][C:2]1[CH:19]=[CH:18][C:5]2[NH:6][C:7](=[O:17])[CH2:8][N:9]=[C:10]([C:11]3[CH:16]=[CH:15][CH:14]=[CH:13][CH:12]=3)[C:4]=2[CH:3]=1.Br[CH2:21][C:22]#[CH:23].